From a dataset of Forward reaction prediction with 1.9M reactions from USPTO patents (1976-2016). Predict the product of the given reaction. Given the reactants F[C:2]1[CH:7]=[C:6]([F:8])[CH:5]=[CH:4][C:3]=1[C:9]1[N:14]=[CH:13][N:12]=[C:11]([NH:15][C:16]2[CH:21]=[CH:20][CH:19]=[C:18]([CH2:22][S:23]([CH3:26])(=[O:25])=[O:24])[CH:17]=2)[N:10]=1.[CH:27]1([CH2:33][CH2:34][OH:35])[CH2:32][CH2:31][CH2:30][CH2:29][CH2:28]1, predict the reaction product. The product is: [CH:27]1([CH2:33][CH2:34][O:35][C:2]2[CH:7]=[C:6]([F:8])[CH:5]=[CH:4][C:3]=2[C:9]2[N:14]=[CH:13][N:12]=[C:11]([NH:15][C:16]3[CH:21]=[CH:20][CH:19]=[C:18]([CH2:22][S:23]([CH3:26])(=[O:25])=[O:24])[CH:17]=3)[N:10]=2)[CH2:32][CH2:31][CH2:30][CH2:29][CH2:28]1.